From a dataset of Catalyst prediction with 721,799 reactions and 888 catalyst types from USPTO. Predict which catalyst facilitates the given reaction. (1) Reactant: C(OC(=O)[NH:7][C:8]1[CH:13]=[CH:12][C:11]([C:14]2[S:15][CH:16]=[CH:17][CH:18]=2)=[CH:10][C:9]=1[NH:19][C:20](=[O:29])[C:21]1[CH:26]=[CH:25][C:24]([CH2:27]Br)=[CH:23][CH:22]=1)(C)(C)C.[CH3:31][O:32][P:33]([O:36]C)[O:34][CH3:35]. Product: [CH3:31][O:32][P:33]([CH2:27][C:24]1[CH:23]=[CH:22][C:21]([C:20](=[O:29])[NH:19][C:9]2[CH:10]=[C:11]([C:14]3[S:15][CH:16]=[CH:17][CH:18]=3)[CH:12]=[CH:13][C:8]=2[NH2:7])=[CH:26][CH:25]=1)(=[O:36])[O:34][CH3:35]. The catalyst class is: 260. (2) Reactant: [F:1][C:2]1[CH:9]=[C:8]([OH:10])[CH:7]=[CH:6][C:3]=1[C:4]#[N:5].[OH-].[Na+].Cl[C:14]([F:19])([F:18])C([O-])=O.[Na+]. Product: [F:18][CH:14]([F:19])[O:10][C:8]1[CH:7]=[CH:6][C:3]([C:4]#[N:5])=[C:2]([F:1])[CH:9]=1. The catalyst class is: 18. (3) Reactant: C([N:20]1[C:24]2[CH:25]=[CH:26][C:27]([NH:29][C:30]3[CH:35]=[CH:34][CH:33]=[CH:32][CH:31]=3)=[CH:28][C:23]=2[N:22]=[CH:21]1)(C1C=CC=CC=1)(C1C=CC=CC=1)C1C=CC=CC=1.C[Si]([N-][Si](C)(C)C)(C)C.[Li+].[CH2:46](Br)[C:47]1[CH:52]=[CH:51][CH:50]=[CH:49][CH:48]=1. Product: [CH2:46]([N:29]([C:30]1[CH:35]=[CH:34][CH:33]=[CH:32][CH:31]=1)[C:27]1[CH:26]=[CH:25][C:24]2[NH:20][CH:21]=[N:22][C:23]=2[CH:28]=1)[C:47]1[CH:52]=[CH:51][CH:50]=[CH:49][CH:48]=1. The catalyst class is: 20. (4) Reactant: [CH3:1][N:2]([CH2:34][C@H:35]([OH:44])[C@@H:36]([OH:43])[C@H:37]([OH:42])[C@H:38]([OH:41])[CH2:39][OH:40])[C:3]([C:5]1[N:14]2[C:8]([CH2:9][N:10]([C:19](=[O:33])[C:20]3[CH:25]=[CH:24][C:23]([C:26]4[CH2:31][CH2:30][CH2:29][CH2:28][CH:27]=4)=[C:22]([CH3:32])[CH:21]=3)[C:11]3[CH:18]=[CH:17][CH:16]=[CH:15][C:12]=3[CH2:13]2)=[CH:7][CH:6]=1)=[O:4].C(N(CC)C(C)C)(C)C.[C:54](OCC)(=[O:56])C. Product: [C:26]1([C:23]2[CH:24]=[CH:25][C:20]([C:19]([N:10]3[C:11]4[CH:18]=[CH:17][CH:16]=[CH:15][C:12]=4[CH2:13][N:14]4[C:5]([C:3]([N:2]([CH2:34][C@@H:35]([C@@H:36]5[C@@H:37]([C@H:38]([OH:41])[CH2:39][OH:40])[O:42][C:54](=[O:56])[O:43]5)[OH:44])[CH3:1])=[O:4])=[CH:6][CH:7]=[C:8]4[CH2:9]3)=[O:33])=[CH:21][C:22]=2[CH3:32])[CH2:31][CH2:30][CH2:29][CH2:28][CH:27]=1. The catalyst class is: 4. (5) Reactant: Cl.Cl.[CH3:3][N:4]([CH3:30])[C:5]1[C:14]2[C:9](=[CH:10][CH:11]=[CH:12][CH:13]=2)[N:8]=[C:7](/[CH:15]=[CH:16]/[C:17]2[N:22]=[C:21]([CH2:23][OH:24])[CH:20]=[C:19]([N:25]3[CH2:29][CH2:28][CH2:27][CH2:26]3)[N:18]=2)[N:6]=1.S([O-])([O-])(=O)=S.[Na+].[Na+].C(=O)(O)[O-].[Na+]. Product: [CH3:30][N:4]([CH3:3])[C:5]1[C:14]2[C:9](=[CH:10][CH:11]=[CH:12][CH:13]=2)[N:8]=[C:7](/[CH:15]=[CH:16]/[C:17]2[N:22]=[C:21]([CH:23]=[O:24])[CH:20]=[C:19]([N:25]3[CH2:29][CH2:28][CH2:27][CH2:26]3)[N:18]=2)[N:6]=1. The catalyst class is: 4. (6) Reactant: [C:1]([O:5][C:6](=[O:27])[CH2:7][CH2:8][C:9]1[CH:14]=[CH:13][C:12]([OH:15])=[CH:11][C:10]=1[CH2:16][O:17][C:18](=[O:26])[NH:19][CH:20]1[CH2:25][CH2:24][CH2:23][CH2:22][CH2:21]1)([CH3:4])([CH3:3])[CH3:2].Br[CH2:29][CH2:30][CH2:31][O:32][C:33]1[CH:38]=[CH:37][C:36]([C:39]2[CH:44]=[CH:43][CH:42]=[CH:41][CH:40]=2)=[CH:35][CH:34]=1.C(=O)([O-])[O-].[K+].[K+].C(OCC)(=O)C. Product: [C:1]([O:5][C:6](=[O:27])[CH2:7][CH2:8][C:9]1[CH:14]=[CH:13][C:12]([O:15][CH2:29][CH2:30][CH2:31][O:32][C:33]2[CH:38]=[CH:37][C:36]([C:39]3[CH:44]=[CH:43][CH:42]=[CH:41][CH:40]=3)=[CH:35][CH:34]=2)=[CH:11][C:10]=1[CH2:16][O:17][C:18](=[O:26])[NH:19][CH:20]1[CH2:25][CH2:24][CH2:23][CH2:22][CH2:21]1)([CH3:4])([CH3:2])[CH3:3]. The catalyst class is: 47. (7) Reactant: [H-].[Na+].[CH2:3](Br)[CH:4]=[CH2:5].[Cl:7][C:8]1[CH:9]=[C:10]([NH:14][CH:15]2[CH2:20][CH2:19][CH2:18][N:17]([C:21]([O:23][C:24]([CH3:27])([CH3:26])[CH3:25])=[O:22])[CH2:16]2)[CH:11]=[CH:12][CH:13]=1. Product: [CH2:3]([N:14]([C:10]1[CH:11]=[CH:12][CH:13]=[C:8]([Cl:7])[CH:9]=1)[CH:15]1[CH2:20][CH2:19][CH2:18][N:17]([C:21]([O:23][C:24]([CH3:27])([CH3:26])[CH3:25])=[O:22])[CH2:16]1)[CH:4]=[CH2:5]. The catalyst class is: 3.